Regression. Given two drug SMILES strings and cell line genomic features, predict the synergy score measuring deviation from expected non-interaction effect. From a dataset of NCI-60 drug combinations with 297,098 pairs across 59 cell lines. (1) Drug 1: CN(C)N=NC1=C(NC=N1)C(=O)N. Drug 2: CC1C(C(CC(O1)OC2CC(CC3=C2C(=C4C(=C3O)C(=O)C5=C(C4=O)C(=CC=C5)OC)O)(C(=O)CO)O)N)O.Cl. Cell line: MDA-MB-231. Synergy scores: CSS=40.4, Synergy_ZIP=-5.36, Synergy_Bliss=-5.71, Synergy_Loewe=-4.44, Synergy_HSA=-3.14. (2) Drug 1: CNC(=O)C1=CC=CC=C1SC2=CC3=C(C=C2)C(=NN3)C=CC4=CC=CC=N4. Drug 2: CC12CCC3C(C1CCC2OP(=O)(O)O)CCC4=C3C=CC(=C4)OC(=O)N(CCCl)CCCl.[Na+]. Cell line: ACHN. Synergy scores: CSS=-6.46, Synergy_ZIP=-2.55, Synergy_Bliss=-9.67, Synergy_Loewe=-12.9, Synergy_HSA=-10.0. (3) Drug 1: CC(CN1CC(=O)NC(=O)C1)N2CC(=O)NC(=O)C2. Drug 2: C1=CC(=CC=C1C#N)C(C2=CC=C(C=C2)C#N)N3C=NC=N3. Cell line: 786-0. Synergy scores: CSS=1.26, Synergy_ZIP=-4.33, Synergy_Bliss=-7.05, Synergy_Loewe=-5.21, Synergy_HSA=-5.86. (4) Drug 1: CC1=CC=C(C=C1)C2=CC(=NN2C3=CC=C(C=C3)S(=O)(=O)N)C(F)(F)F. Drug 2: CC1CCC2CC(C(=CC=CC=CC(CC(C(=O)C(C(C(=CC(C(=O)CC(OC(=O)C3CCCCN3C(=O)C(=O)C1(O2)O)C(C)CC4CCC(C(C4)OC)OCCO)C)C)O)OC)C)C)C)OC. Cell line: DU-145. Synergy scores: CSS=0.838, Synergy_ZIP=-1.25, Synergy_Bliss=1.42, Synergy_Loewe=-7.55, Synergy_HSA=-3.11. (5) Drug 1: C1CC(C1)(C(=O)O)C(=O)O.[NH2-].[NH2-].[Pt+2]. Drug 2: C1CN(CCN1C(=O)CCBr)C(=O)CCBr. Cell line: OVCAR3. Synergy scores: CSS=10.5, Synergy_ZIP=8.98, Synergy_Bliss=9.91, Synergy_Loewe=4.36, Synergy_HSA=5.39. (6) Drug 1: C1=CC(=CC=C1C#N)C(C2=CC=C(C=C2)C#N)N3C=NC=N3. Drug 2: CCC(=C(C1=CC=CC=C1)C2=CC=C(C=C2)OCCN(C)C)C3=CC=CC=C3.C(C(=O)O)C(CC(=O)O)(C(=O)O)O. Cell line: OVCAR-4. Synergy scores: CSS=-2.58, Synergy_ZIP=-0.0950, Synergy_Bliss=-2.66, Synergy_Loewe=-4.21, Synergy_HSA=-4.74. (7) Drug 1: CS(=O)(=O)C1=CC(=C(C=C1)C(=O)NC2=CC(=C(C=C2)Cl)C3=CC=CC=N3)Cl. Drug 2: CC1CCCC2(C(O2)CC(NC(=O)CC(C(C(=O)C(C1O)C)(C)C)O)C(=CC3=CSC(=N3)C)C)C. Cell line: NCI-H460. Synergy scores: CSS=-4.31, Synergy_ZIP=-0.731, Synergy_Bliss=-4.55, Synergy_Loewe=-7.28, Synergy_HSA=-6.65. (8) Drug 1: CC1=C(N=C(N=C1N)C(CC(=O)N)NCC(C(=O)N)N)C(=O)NC(C(C2=CN=CN2)OC3C(C(C(C(O3)CO)O)O)OC4C(C(C(C(O4)CO)O)OC(=O)N)O)C(=O)NC(C)C(C(C)C(=O)NC(C(C)O)C(=O)NCCC5=NC(=CS5)C6=NC(=CS6)C(=O)NCCC[S+](C)C)O. Drug 2: COC1=C2C(=CC3=C1OC=C3)C=CC(=O)O2. Cell line: HS 578T. Synergy scores: CSS=28.0, Synergy_ZIP=0.225, Synergy_Bliss=-1.77, Synergy_Loewe=-14.8, Synergy_HSA=-2.79.